Task: Predict the product of the given reaction.. Dataset: Forward reaction prediction with 1.9M reactions from USPTO patents (1976-2016) (1) Given the reactants [CH3:1][O:2][C:3]1[CH:4]=[C:5]([CH:34]=[CH:35][CH:36]=1)[C:6]([NH:8][C:9]1[C:10]([CH3:33])=[C:11]([C:18]([C:20]2[CH:21]=[CH:22][C:23]([N+:30]([O-:32])=[O:31])=[C:24]([CH:29]=2)[C:25]([O:27][CH3:28])=[O:26])=[O:19])[N:12]2[C:17]=1[CH:16]=[CH:15][CH:14]=[CH:13]2)=[O:7].[CH3:37]I, predict the reaction product. The product is: [CH3:1][O:2][C:3]1[CH:4]=[C:5]([CH:34]=[CH:35][CH:36]=1)[C:6]([N:8]([CH3:37])[C:9]1[C:10]([CH3:33])=[C:11]([C:18]([C:20]2[CH:21]=[CH:22][C:23]([N+:30]([O-:32])=[O:31])=[C:24]([CH:29]=2)[C:25]([O:27][CH3:28])=[O:26])=[O:19])[N:12]2[C:17]=1[CH:16]=[CH:15][CH:14]=[CH:13]2)=[O:7]. (2) Given the reactants FC(F)(C(F)(F)F)C(F)(F)C(F)(F)S(O[C:9]1[C:13]2[CH:14]=[N:15][CH:16]=[CH:17][C:12]=2[O:11][C:10]=1[C:18]([O:20][CH2:21][CH3:22])=[O:19])(=O)=O.[Br:32][C:33]1[CH:39]=[C:38]([F:40])[C:36]([NH2:37])=[C:35]([F:41])[CH:34]=1.CC1(C)C2C(=C(P(C3C=CC=CC=3)C3C=CC=CC=3)C=CC=2)OC2C(P(C3C=CC=CC=3)C3C=CC=CC=3)=CC=CC1=2.C1CCN2C(=NCCC2)CC1, predict the reaction product. The product is: [Br:32][C:33]1[CH:39]=[C:38]([F:40])[C:36]([NH:37][C:9]2[C:13]3[CH:14]=[N:15][CH:16]=[CH:17][C:12]=3[O:11][C:10]=2[C:18]([O:20][CH2:21][CH3:22])=[O:19])=[C:35]([F:41])[CH:34]=1. (3) Given the reactants [CH3:1][C:2]([C:10]1[CH:15]=[CH:14][CH:13]=[C:12]([O:16]CC2C=CC=CC=2)[CH:11]=1)([CH2:8][CH3:9])[CH2:3][C:4]([O:6][CH3:7])=[O:5], predict the reaction product. The product is: [OH:16][C:12]1[CH:11]=[C:10]([C:2]([CH3:1])([CH2:8][CH3:9])[CH2:3][C:4]([O:6][CH3:7])=[O:5])[CH:15]=[CH:14][CH:13]=1. (4) Given the reactants [CH2:1]=[C:2]1[CH2:5][CH:4]([C:6]([OH:8])=[O:7])[CH2:3]1.[CH3:9][Si](C=[N+]=[N-])(C)C.CC(O)=O, predict the reaction product. The product is: [CH2:1]=[C:2]1[CH2:5][CH:4]([C:6]([O:8][CH3:9])=[O:7])[CH2:3]1. (5) Given the reactants [C:1]1([C:20]2[CH:25]=[CH:24][CH:23]=[CH:22][CH:21]=2)[CH:6]=[CH:5][C:4]([NH:7][C:8]2[CH:13]=[CH:12][C:11]([C:14]3[CH:19]=[CH:18][CH:17]=[CH:16][CH:15]=3)=[CH:10][CH:9]=2)=[CH:3][CH:2]=1.Cl[C:27]1[C:39]2[C:38]3[C:33](=[CH:34][CH:35]=[CH:36][CH:37]=3)[C:32](C3C=CC=CC=3)([C:40]3[CH:45]=[CH:44][CH:43]=[CH:42][CH:41]=3)[C:31]=2[CH:30]=[CH:29][CH:28]=1.CO[C:54]1[CH:55]=[CH:56][CH:57]=[C:58](OC)[C:59]=1[C:60]1[CH:61]=[CH:62][CH:63]=[CH:64][C:65]=1P(C1CCCCC1)C1CCCCC1.CC(C)([O-])C.[Na+], predict the reaction product. The product is: [C:11]1([C:14]2[CH:19]=[CH:18][CH:17]=[CH:16][CH:15]=2)[CH:12]=[CH:13][C:8]([N:7]([C:63]2[CH:64]=[CH:65][C:60]([C:59]3[CH:54]=[CH:55][CH:56]=[CH:57][CH:58]=3)=[CH:61][CH:62]=2)[C:4]2[CH:3]=[CH:2][C:1]([C:20]3[C:21]4[C:34]5[C:33](=[CH:38][CH:37]=[CH:36][CH:35]=5)[C:32]([C:31]5[CH:39]=[CH:27][CH:28]=[CH:29][CH:30]=5)([C:40]5[CH:41]=[CH:42][CH:43]=[CH:44][CH:45]=5)[C:22]=4[CH:23]=[CH:24][CH:25]=3)=[CH:6][CH:5]=2)=[CH:9][CH:10]=1. (6) Given the reactants [CH2:1]([O:8][C:9]1[CH:10]=[CH:11][C:12]([OH:19])=[C:13]([CH:18]=1)[C:14]([O:16]C)=O)[C:2]1[CH:7]=[CH:6][CH:5]=[CH:4][CH:3]=1.[NH2:20][C@@H:21]([CH2:24][C:25]1[CH:30]=[CH:29][CH:28]=[CH:27][CH:26]=1)[CH2:22][OH:23], predict the reaction product. The product is: [OH:23][CH2:22][C@@H:21]([NH:20][C:14](=[O:16])[C:13]1[CH:18]=[C:9]([O:8][CH2:1][C:2]2[CH:3]=[CH:4][CH:5]=[CH:6][CH:7]=2)[CH:10]=[CH:11][C:12]=1[OH:19])[CH2:24][C:25]1[CH:26]=[CH:27][CH:28]=[CH:29][CH:30]=1. (7) Given the reactants [C:1]([O:5][C:6]([C:8]1[S:12][C:11]([C:13]([OH:15])=O)=[CH:10][CH:9]=1)=[O:7])([CH3:4])([CH3:3])[CH3:2].C(NC(C1SC(C(O)=O)=CC=1)=O)C.CN(C(ON1N=NC2C=CC=NC1=2)=[N+](C)C)C.F[P-](F)(F)(F)(F)F.CCN(C(C)C)C(C)C.FC(F)(F)C(O)=O.[NH2:69][CH2:70][CH2:71][CH:72]1[CH2:77][CH2:76][N:75]([C:78]2[C:79]3[S:86][C:85]([C:87]([NH2:89])=[O:88])=[CH:84][C:80]=3[N:81]=[CH:82][N:83]=2)[CH2:74][CH2:73]1, predict the reaction product. The product is: [C:87]([C:85]1[S:86][C:79]2[C:78]([N:75]3[CH2:74][CH2:73][CH:72]([CH2:71][CH2:70][NH:69][C:13]([C:11]4[S:12][C:8]([C:6]([O:5][C:1]([CH3:2])([CH3:3])[CH3:4])=[O:7])=[CH:9][CH:10]=4)=[O:15])[CH2:77][CH2:76]3)=[N:83][CH:82]=[N:81][C:80]=2[CH:84]=1)(=[O:88])[NH2:89]. (8) The product is: [CH3:1][O:2][C:3]([C:5]1[N:6]=[CH:7][C:8]2[C:13]([C:14]=1[OH:15])=[CH:12][CH:11]=[CH:10][C:9]=2[O:25][C:20]1[CH:21]=[CH:22][CH:23]=[CH:24][C:19]=1[O:18][CH3:17])=[O:4]. Given the reactants [CH3:1][O:2][C:3]([C:5]1[N:6]=[CH:7][C:8]2[C:13]([C:14]=1[OH:15])=[CH:12][CH:11]=[CH:10][C:9]=2I)=[O:4].[CH3:17][O:18][C:19]1[CH:24]=[CH:23][CH:22]=[CH:21][C:20]=1[OH:25], predict the reaction product.